Dataset: Reaction yield outcomes from USPTO patents with 853,638 reactions. Task: Predict the reaction yield, written as a fraction of the theoretical maximum amount of product (1.0 means a 100% yield; for example, 0.34 means a 34% yield). (1) The reactants are CN(C(ON1N=NC2C=CC=CC1=2)=[N+](C)C)C.F[P-](F)(F)(F)(F)F.C1C=CC2N(O)N=NC=2C=1.[CH3:35][O:36][C:37]1[CH:45]=[CH:44][CH:43]=[CH:42][C:38]=1[C:39]([OH:41])=O.CCN(C(C)C)C(C)C.O[NH:56][C:57](=[NH:71])[CH2:58][S:59][C:60]1[N:64]([CH3:65])[C:63]([C:66]2[S:67][CH:68]=[CH:69][CH:70]=2)=[N:62][N:61]=1. The catalyst is CN(C=O)C.O. The product is [CH3:35][O:36][C:37]1[CH:45]=[CH:44][CH:43]=[CH:42][C:38]=1[C:39]1[O:41][N:71]=[C:57]([CH2:58][S:59][C:60]2[N:64]([CH3:65])[C:63]([C:66]3[S:67][CH:68]=[CH:69][CH:70]=3)=[N:62][N:61]=2)[N:56]=1. The yield is 0.110. (2) The reactants are [NH2:1][CH2:2][C:3]1[C:4]([F:20])=[C:5]([O:10][C:11]2[CH:12]=[C:13]([CH:16]=[C:17]([Cl:19])[CH:18]=2)[C:14]#[N:15])[C:6]([Cl:9])=[CH:7][CH:8]=1.[N:21]1[CH:26]=[CH:25][CH:24]=[CH:23][C:22]=1[C:27](O)=[O:28].CN(C(ON1N=NC2C=CC=NC1=2)=[N+](C)C)C.F[P-](F)(F)(F)(F)F.CCN(C(C)C)C(C)C. The yield is 0.390. The product is [Cl:9][C:6]1[CH:7]=[CH:8][C:3]([CH2:2][NH:1][C:27]([C:22]2[CH:23]=[CH:24][CH:25]=[CH:26][N:21]=2)=[O:28])=[C:4]([F:20])[C:5]=1[O:10][C:11]1[CH:12]=[C:13]([C:14]#[N:15])[CH:16]=[C:17]([Cl:19])[CH:18]=1. The catalyst is CN(C=O)C.CO.